Dataset: NCI-60 drug combinations with 297,098 pairs across 59 cell lines. Task: Regression. Given two drug SMILES strings and cell line genomic features, predict the synergy score measuring deviation from expected non-interaction effect. Drug 1: COC1=CC(=CC(=C1O)OC)C2C3C(COC3=O)C(C4=CC5=C(C=C24)OCO5)OC6C(C(C7C(O6)COC(O7)C8=CC=CS8)O)O. Drug 2: CCN(CC)CCNC(=O)C1=C(NC(=C1C)C=C2C3=C(C=CC(=C3)F)NC2=O)C. Cell line: HL-60(TB). Synergy scores: CSS=56.3, Synergy_ZIP=1.61, Synergy_Bliss=1.96, Synergy_Loewe=-20.0, Synergy_HSA=1.11.